From a dataset of Forward reaction prediction with 1.9M reactions from USPTO patents (1976-2016). Predict the product of the given reaction. Given the reactants [Na].[CH3:2][C:3]([SH:6])([CH3:5])[CH3:4].Cl[C:8]1[CH:13]=[C:12](Cl)[C:11](Cl)=[CH:10][C:9]=1Cl, predict the reaction product. The product is: [C:3]([S:6][C:8]1[CH:13]=[C:12]([S:6][C:3]([CH3:5])([CH3:4])[CH3:2])[C:11]([S:6][C:3]([CH3:5])([CH3:4])[CH3:2])=[CH:10][C:9]=1[S:6][C:3]([CH3:5])([CH3:4])[CH3:2])([CH3:5])([CH3:4])[CH3:2].